From a dataset of Reaction yield outcomes from USPTO patents with 853,638 reactions. Predict the reaction yield, written as a fraction of the theoretical maximum amount of product (1.0 means a 100% yield; for example, 0.34 means a 34% yield). (1) The reactants are [CH2:1]=[CH:2][C:3]1[CH:8]=[CH:7][CH:6]=[CH:5][CH:4]=1.CCCCCCCCCCCC.CN(C)C=[O:24].C(=O)(O)[O-].[Na+].OO. The catalyst is O.C([O-])(=O)C.[Mn+2].C([O-])(=O)C. The product is [CH2:1]1[O:24][CH:2]1[C:3]1[CH:8]=[CH:7][CH:6]=[CH:5][CH:4]=1. The yield is 0.560. (2) The reactants are [F:1][C:2]1[CH:7]=[CH:6][C:5]([C:8]2[N:9]=[C:10]3[CH:15]=[CH:14][C:13]([N:16]4[CH2:21][CH2:20][NH:19][CH2:18][CH2:17]4)=[N:12][N:11]3[CH:22]=2)=[CH:4][CH:3]=1.CN([C:26]1[CH:31]=[CH:30]C=CN=1)C.[C:32](=[O:35])([O-])[OH:33].[Na+].[CH:37](Cl)(Cl)Cl. No catalyst specified. The product is [F:1][C:2]1[CH:7]=[CH:6][C:5]([C:8]2[N:9]=[C:10]3[CH:15]=[CH:14][C:13]([N:16]4[CH2:17][CH2:18][N:19]([C:32]([O:33][C:31]([CH3:30])([CH3:26])[CH3:37])=[O:35])[CH2:20][CH2:21]4)=[N:12][N:11]3[CH:22]=2)=[CH:4][CH:3]=1. The yield is 0.970. (3) The reactants are [CH3:1][N:2]1[C:6]2[C:7]3[CH:8]=[CH:9][CH:10]=[CH:11][C:12]=3[O:13][C:14]3([CH2:19][CH2:18][NH:17][CH2:16][CH2:15]3)[C:5]=2[CH:4]=[N:3]1.[CH:20]([C:22]1[CH:23]=[C:24]([CH:28]=[CH:29][C:30]=1[O:31][CH:32]([CH3:34])[CH3:33])[C:25](O)=[O:26])=[O:21].CCN=C=NCCCN(C)C.CCN(CC)CC. The catalyst is ClCCl. The product is [CH:32]([O:31][C:30]1[CH:29]=[CH:28][C:24]([C:25]([N:17]2[CH2:18][CH2:19][C:14]3([C:5]4[CH:4]=[N:3][N:2]([CH3:1])[C:6]=4[C:7]4[CH:8]=[CH:9][CH:10]=[CH:11][C:12]=4[O:13]3)[CH2:15][CH2:16]2)=[O:26])=[CH:23][C:22]=1[CH:20]=[O:21])([CH3:34])[CH3:33]. The yield is 0.340. (4) The reactants are Br[C:2]1[C:11]2[C:6](=[CH:7][CH:8]=[CH:9][CH:10]=2)[CH:5]=[CH:4][CH:3]=1.Cl. The catalyst is C1(C)C=CC=CC=1.Cl[Ni](Cl)([P](C1C=CC=CC=1)(C1C=CC=CC=1)C1C=CC=CC=1)[P](C1C=CC=CC=1)(C1C=CC=CC=1)C1C=CC=CC=1. The product is [C:2]1([C:5]2[CH:4]=[CH:3][CH:2]=[CH:11][C:6]=2[CH3:7])[C:11]2[C:6](=[CH:7][CH:8]=[CH:9][CH:10]=2)[CH:5]=[CH:4][CH:3]=1. The yield is 0.920. (5) The reactants are [Br:1][C:2]1[CH:3]=[C:4]([C:7](=[O:12])C(Cl)(Cl)Cl)[NH:5][CH:6]=1.CCN(C(C)C)C(C)C.FC(F)(F)C(O)=O.[NH2:29][CH2:30]/[CH:31]=[CH:32]/[C:33]([O:35][CH2:36][CH3:37])=[O:34]. The catalyst is C(Cl)Cl. The product is [Br:1][C:2]1[CH:3]=[C:4]([C:7]([NH:29][CH2:30]/[CH:31]=[CH:32]/[C:33]([O:35][CH2:36][CH3:37])=[O:34])=[O:12])[NH:5][CH:6]=1. The yield is 0.950. (6) The reactants are [Cl:1][C:2]1[CH:25]=[C:24]([Cl:26])[CH:23]=[CH:22][C:3]=1[NH:4][C:5]1[C:14]2[C:9](=[CH:10][C:11]3[CH:18]=[CH:17][C:16]([OH:19])=[CH:15][C:12]=3[CH:13]=2)[N:8]=[CH:7][C:6]=1[C:20]#[N:21].C1(P(C2C=CC=CC=2)C2C=CC=CC=2)C=CC=CC=1.[CH3:46][N:47]([CH3:51])[CH2:48][CH2:49]O.N(C(OCC)=O)=NC(OCC)=O. The catalyst is C(Cl)Cl. The product is [Cl:1][C:2]1[CH:25]=[C:24]([Cl:26])[CH:23]=[CH:22][C:3]=1[NH:4][C:5]1[C:14]2[C:9](=[CH:10][C:11]3[CH:18]=[CH:17][C:16]([O:19][CH2:49][CH2:48][N:47]([CH3:51])[CH3:46])=[CH:15][C:12]=3[CH:13]=2)[N:8]=[CH:7][C:6]=1[C:20]#[N:21]. The yield is 0.205.